Dataset: Experimentally validated miRNA-target interactions with 360,000+ pairs, plus equal number of negative samples. Task: Binary Classification. Given a miRNA mature sequence and a target amino acid sequence, predict their likelihood of interaction. (1) The miRNA is hsa-miR-6894-5p with sequence AGGAGGAUGGAGAGCUGGGCCAGA. The protein sequence of the target gene is MASLLWGGDAGAAESERLNSHFSNLSQPRKNLWGIKSTAVRNIDGSINNINEDDEEDVVDLAANSLLNKLIHQSLVESSHRVEVLQKDPSSPLYSVKTFEELRLKEELLKGIYAMGFNRPSKIQEMALPMMLAHPPQNLIAQSQSGTGKTAAFVLAMLSRVNALELFPQCLCLAPTYELALQTGRVVEQMGKFCVDVQVMYAIRGNRIPRGTDITKQIIIGTPGTVLDWCFKLKLIDLTKIRVFVLDEADVMIDTQGFSDHSIRIQRALPSECQMLLFSATFEDSVWHFAERIIPDPNVI.... Result: 0 (no interaction). (2) The miRNA is hsa-miR-6069 with sequence GGGCUAGGGCCUGCUGCCCCC. The protein sequence of the target gene is MAAVLQQVLERTELNKLPKSVQNKLEKFLADQQSEIDGLKGRHEKFKVESEQQYFEIEKRLSHSQERLVNETRECQSLRLELEKLNNQLKALTEKNKELEIAQDRNIAIQSQFTRTKEELEAEKRDLIRTNERLSQELEYLTEDVKRLNEKLKESNTTKGELQLKLDELQASDVSVKYREKRLEQEKELLHSQNTWLNTELKTKTDELLALGREKGNEILELKCNLENKKEEVSRLEEQMNGLKTSNEHLQKHVEDLLTKLKEAKEQQASMEEKFHNELNAHIKLSNLYKSAADDSEAKS.... Result: 0 (no interaction). (3) The miRNA is mmu-miR-24-3p with sequence UGGCUCAGUUCAGCAGGAACAG. The protein sequence of the target gene is MVGVKPVGSDPDFQPELSGAGSRLAVVKFTMRGCGPCLRIAPAFSSMSNKYPQAVFLEVDVHQCQGTAATNNISATPTFLFFRNKVRIDQYQGADAVGLEEKIKQHLENDPGSNEDADIPKGYMDLMPFINKAGCECLNESDEHGFDNCLRKDMSFLESDCDEQLLITVAFNQPVKLYSMKFQGPDNGQGPKYVKIFINLPRSMDFEEAERSEPTQALELTEDDIKEDGIVPLRYVKFQNVNSVTLFVQSNQGEEETTRISYFTFIGTPVQATNMNDFKRVVGKKGESH. Result: 1 (interaction). (4) The miRNA is mmu-miR-743a-3p with sequence GAAAGACACCAAGCUGAGUAGA. The protein sequence of the target gene is MTPSISWGLLLLAGLCCLVPSFLAEDVQETDTSQKDQSPASHEIATNLGDFAISLYRELVHQSNTSNIFFSPVSIATAFAMLSLGSKGDTHTQILEGLQFNLTQTSEADIHKSFQHLLQTLNRPDSELQLSTGNGLFVNNDLKLVEKFLEEAKNHYQAEVFSVNFAESEEAKKVINDFVEKGTQGKIAEAVKKLDQDTVFALANYILFKGKWKKPFDPENTEEAEFHVDESTTVKVPMMTLSGMLHVHHCSTLSSWVLLMDYAGNATAVFLLPDDGKMQHLEQTLSKELISKFLLNRRRR.... Result: 1 (interaction). (5) The miRNA is hsa-miR-3605-3p with sequence CCUCCGUGUUACCUGUCCUCUAG. The protein sequence of the target gene is MRPRMKYSNSKISPAKFSSTAGEALVPPCKIRRSQQKTKEFCHVYCMRLRSGLTIRKETSYFRKEPTKRYSLKSGTKHEENFSAYPRDSRKRSLLGSIQAFAASVDTLSIQGTSLLTQSPASLSTYNDQSVSFVLENGCYVINVDDSGKDQEQDQVLLRYYESPCPASQSGDGVDGKKLMVNMSPIKDTDIWLHANDKDYSVELQRGDVSPPEQAFFVLHKKSSDFVSFECKNLPGTYIGVKDNQLALVEEKDESCNNIMFKLSKI. Result: 0 (no interaction). (6) The miRNA is hsa-miR-575 with sequence GAGCCAGUUGGACAGGAGC. The protein sequence of the target gene is MLAAARALRGPRPRWPTPAREHWTPAGRSRSRREAAEAEADVPVFQYVGERAARADRVFVWGFSFSGALGVPSFVVPSSGPGPRAGLRPRRRIQPVPYRLELDHKISSAACGYGFTLLSSKTKDVTKVWGMGLNKDSQLGFHRSRKDKTRGYEYVLEPSPVPLPLDRPQETKVLQVSCGRAHSLVLTDREGVFSMGNNSHGQCGRKVVEDEVYSESHKVHRMQDFDGQVVQVVCGQDHSLFLTDKGEVYSCGWGADGQTGLGHYNITSTPSKLGGDLAGVTVVQVATYGDCCLALSADGG.... Result: 0 (no interaction).